From a dataset of Full USPTO retrosynthesis dataset with 1.9M reactions from patents (1976-2016). Predict the reactants needed to synthesize the given product. (1) Given the product [C:5]([C:4]1[CH:7]=[CH:8][C:9]([N:15]2[CH:16]=[C:12]([CH3:11])[N:13]=[CH:14]2)=[C:2]([F:1])[CH:3]=1)#[CH:17], predict the reactants needed to synthesize it. The reactants are: [F:1][C:2]1[CH:3]=[C:4]([CH:7]=[CH:8][C:9]=1F)[CH:5]=O.[CH3:11][C:12]1[N:13]=[CH:14][NH:15][CH:16]=1.[C:17]([O-])([O-])=O.[K+].[K+].[N+](=C(P(=O)(OC)OC)C(=O)C)=[N-]. (2) Given the product [NH:13]1[CH2:14][CH:15]=[C:16]([C:5]2[C:6]3[C:11](=[CH:10][CH:9]=[CH:8][CH:7]=3)[NH:3][CH:4]=2)[CH2:17][CH2:18]1, predict the reactants needed to synthesize it. The reactants are: [OH-].[K+].[NH:3]1[C:11]2[C:6](=[CH:7][CH:8]=[CH:9][CH:10]=2)[CH:5]=[CH:4]1.Cl.[NH:13]1[CH2:18][CH2:17][C:16](=O)[CH2:15][CH2:14]1.O. (3) Given the product [CH3:7][O:8][C:9]1[CH:18]=[C:17]2[C:12]([CH:13]=[CH:14][CH:15]=[C:16]2[CH2:19][CH2:20][NH:21][C:1](=[O:3])[CH3:2])=[CH:11][CH:10]=1, predict the reactants needed to synthesize it. The reactants are: [CH2:1]([OH:3])[CH3:2].O.[H][H].[CH3:7][O:8][C:9]1[CH:18]=[C:17]2[C:12]([CH:13]=[CH:14][CH:15]=[C:16]2[CH2:19][C:20]#[N:21])=[CH:11][CH:10]=1.